From a dataset of Reaction yield outcomes from USPTO patents with 853,638 reactions. Predict the reaction yield, written as a fraction of the theoretical maximum amount of product (1.0 means a 100% yield; for example, 0.34 means a 34% yield). (1) The product is [C:44]1([CH3:47])[CH:45]=[CH:46][C:41]([N:40]([C:48]2[CH:49]=[CH:50][C:51]([CH3:54])=[CH:52][CH:53]=2)[C:31]2[CH:30]=[CH:29][C:28]3[C:37]4=[C:24]5[C:33](=[CH:32][CH:39]=[C:38]([N:7]([C:4]6[CH:5]=[CH:6][C:1]([CH3:22])=[CH:2][CH:3]=6)[C:8]6[CH:13]=[CH:12][C:11]([N:14]([C:36]7[CH:37]=[CH:24][C:25]([CH3:26])=[CH:38][CH:35]=7)[C:15]7[C:20]8=[C:19]9[C:57]%10[C:48]([CH:53]=[CH:52]8)=[CH:49][CH:50]=[C:59]([N:40]([C:31]8[CH:30]=[CH:29][C:28]([CH3:27])=[CH:39][CH:32]=8)[C:41]8[CH:46]=[CH:45][C:44]([CH3:47])=[CH:43][CH:42]=8)[C:56]=%10[CH:55]=[CH:21][C:18]9=[CH:17][CH:16]=7)=[CH:10][CH:9]=6)[C:25]5=[CH:26][CH:27]=3)[CH:34]=[CH:35][C:36]=24)=[CH:42][CH:43]=1. The catalyst is C([O-])(=O)C.[Pd+2].C([O-])(=O)C.C1(C)C=CC=CC=1. The yield is 0.650. The reactants are [C:1]1([CH3:22])[CH:6]=[CH:5][C:4]([NH:7][C:8]2[CH:13]=[CH:12][C:11]([NH:14][C:15]3[CH:20]=[CH:19][C:18]([CH3:21])=[CH:17][CH:16]=3)=[CH:10][CH:9]=2)=[CH:3][CH:2]=1.Br[C:24]1[CH:37]=[CH:36][C:35]2[C:38]3=[C:39]4[C:28](=[CH:29][CH:30]=[C:31]([N:40]([C:48]5[CH:53]=[CH:52][C:51]([CH3:54])=[CH:50][CH:49]=5)[C:41]5[CH:46]=[CH:45][C:44]([CH3:47])=[CH:43][CH:42]=5)[C:32]4=[CH:33][CH:34]=2)[CH:27]=[CH:26][C:25]=13.[CH3:55][C:56]([CH3:59])([O-])[CH3:57].[Na+]. (2) The reactants are [O-:1][C:2]#[N:3].[Na+].[NH2:5][CH2:6][CH2:7][N:8]1[C:25](=[N:26][C:27]2[C:32]([CH:33]([CH3:35])[CH3:34])=[CH:31][CH:30]=[CH:29][C:28]=2[CH:36]([CH3:38])[CH3:37])[CH:24]=[C:11]2[C:12]3[C:17]([CH2:18][CH2:19][N:10]2[C:9]1=[O:39])=[CH:16][C:15]([O:20][CH3:21])=[C:14]([O:22][CH3:23])[CH:13]=3.[OH-].[Na+]. The catalyst is O.Cl. The product is [C:2]([NH:5][CH2:6][CH2:7][N:8]1[C:25](=[N:26][C:27]2[C:28]([CH:36]([CH3:37])[CH3:38])=[CH:29][CH:30]=[CH:31][C:32]=2[CH:33]([CH3:35])[CH3:34])[CH:24]=[C:11]2[C:12]3[C:17]([CH2:18][CH2:19][N:10]2[C:9]1=[O:39])=[CH:16][C:15]([O:20][CH3:21])=[C:14]([O:22][CH3:23])[CH:13]=3)(=[O:1])[NH2:3]. The yield is 0.170. (3) The reactants are [CH3:1][O:2][C:3]([C:5]1[C:10]2[O:11][CH2:12][C@H:13]([CH2:22][OH:23])[N:14]([C:15]3[CH:20]=[CH:19][C:18]([CH3:21])=[CH:17][N:16]=3)[C:9]=2[CH:8]=[CH:7][CH:6]=1)=[O:4].[CH3:24]OC(C1C2OC[C@H](CO)N(C3C=CC(CC)=CN=3)C=2C=CC=1)=O.[H-].[Na+].CI. The product is [CH3:1][O:2][C:3]([C:5]1[C:10]2[O:11][CH2:12][C@H:13]([CH2:22][O:23][CH3:24])[N:14]([C:15]3[CH:20]=[CH:19][C:18]([CH3:21])=[CH:17][N:16]=3)[C:9]=2[CH:8]=[CH:7][CH:6]=1)=[O:4]. The yield is 0.850. The catalyst is C1COCC1. (4) The reactants are [NH2:1][C:2]1[CH:11]=[C:10]2[C:5]([CH:6]=[CH:7][CH:8]=[C:9]2[N:12]2[CH2:17][CH2:16][N:15]([CH3:18])[CH2:14][CH2:13]2)=[CH:4][CH:3]=1.F[C:20]1[CH:25]=[CH:24][CH:23]=[CH:22][C:21]=1[N+:26]([O-:28])=[O:27].C(OCC)(=O)C.CCOCC. The catalyst is CN(C)C1C=CN=CC=1.CN(C=O)C. The product is [N+:26]([C:21]1[CH:22]=[CH:23][CH:24]=[CH:25][C:20]=1[NH:1][C:2]1[CH:11]=[C:10]2[C:5]([CH:6]=[CH:7][CH:8]=[C:9]2[N:12]2[CH2:17][CH2:16][N:15]([CH3:18])[CH2:14][CH2:13]2)=[CH:4][CH:3]=1)([O-:28])=[O:27]. The yield is 0.0700. (5) The reactants are [NH2:1][C:2]1[CH:7]=[C:6]([Cl:8])[C:5]([CH3:9])=[CH:4][C:3]=1[C:10](=O)[CH2:11][Cl:12].C(N([CH2:19][CH3:20])CC)C.C([CH:23]([C:27](Cl)=[O:28])[C:24](Cl)=[O:25])C.C([O-:32])C.[Na+].[Na]. The catalyst is C(#N)C.C(O)C. The product is [Cl:8][C:6]1[CH:7]=[C:2]2[C:3]([C:10]([CH2:11][Cl:12])=[C:23]([C:24]([O:25][CH2:19][CH3:20])=[O:32])[C:27](=[O:28])[NH:1]2)=[CH:4][C:5]=1[CH3:9]. The yield is 0.830.